This data is from Peptide-MHC class II binding affinity with 134,281 pairs from IEDB. The task is: Regression. Given a peptide amino acid sequence and an MHC pseudo amino acid sequence, predict their binding affinity value. This is MHC class II binding data. The peptide sequence is NANPDCKTILKALGPAA. The MHC is DRB4_0101 with pseudo-sequence DRB4_0103. The binding affinity (normalized) is 0.265.